From a dataset of Catalyst prediction with 721,799 reactions and 888 catalyst types from USPTO. Predict which catalyst facilitates the given reaction. (1) Reactant: Cl.[NH2:2][C:3]1[CH:8]=[CH:7][C:6]([CH2:9][CH2:10][NH:11][CH2:12][C@@H:13]([C:15]2[CH:20]=[CH:19][CH:18]=[CH:17][CH:16]=2)[OH:14])=[CH:5][CH:4]=1.[NH2:21][C:22]1[S:23][CH:24]=[C:25]([CH2:27][C:28](O)=[O:29])[N:26]=1.Cl.Cl.CN(C)CCCN=C=NCC.[OH-].[Na+]. Product: [NH2:21][C:22]1[S:23][CH:24]=[C:25]([CH2:27][C:28]([NH:2][C:3]2[CH:4]=[CH:5][C:6]([CH2:9][CH2:10][NH:11][CH2:12][C@H:13]([OH:14])[C:15]3[CH:16]=[CH:17][CH:18]=[CH:19][CH:20]=3)=[CH:7][CH:8]=2)=[O:29])[N:26]=1. The catalyst class is: 6. (2) Reactant: [C:1]([O:4][CH:5]=[CH:6][CH2:7][CH2:8][CH2:9][CH2:10][CH2:11][CH2:12][CH3:13])(=[O:3])[CH3:2].[CH2:14](O)[CH2:15][CH2:16]CCCC/C=C\CCC.C(OCCCCCCCC=C)(=O)C.C=CCCC. Product: [C:1]([O:4][CH2:5][CH2:6][CH2:7][CH2:8][CH2:9][CH2:10][CH2:11]/[CH:12]=[CH:13]\[CH2:14][CH2:15][CH3:16])(=[O:3])[CH3:2]. The catalyst class is: 1. (3) Reactant: [CH3:1][C:2]1[CH:3]=[CH:4][C:5]([N:9]2[N:32]=[C:31]([CH3:33])/[C:12](=[N:13]/[NH:14][C:15]3[CH:16]=[CH:17][CH:18]=[C:19]([C:22]4[CH:23]=[CH:24][CH:25]=[C:26]([C:28]([OH:30])=[O:29])[CH:27]=4)[C:20]=3[OH:21])/[C:10]2=[O:11])=[CH:6][C:7]=1[CH3:8]. Product: [CH3:8][C:7]1[CH:6]=[C:5]([N:9]2[C:10](=[O:11])[C:12](=[N:13][NH:14][C:15]3[C:20]([OH:21])=[C:19]([C:22]4[CH:23]=[CH:24][CH:25]=[C:26]([C:28]([OH:30])=[O:29])[CH:27]=4)[CH:18]=[CH:17][CH:16]=3)[C:31]([CH3:33])=[N:32]2)[CH:4]=[CH:3][C:2]=1[CH3:1]. The catalyst class is: 15.